From a dataset of Forward reaction prediction with 1.9M reactions from USPTO patents (1976-2016). Predict the product of the given reaction. (1) Given the reactants O.[OH-].[Li+].[Br:4][C:5]1[CH:6]=[C:7]([N:11]([C:16]2[C:36]([CH:37]3[CH2:39][CH2:38]3)=[CH:35][C:19]3[C:20]([C:30]([O:32]CC)=[O:31])=[C:21]([C:23]4[CH:28]=[CH:27][C:26]([F:29])=[CH:25][CH:24]=4)[O:22][C:18]=3[CH:17]=2)[S:12]([CH3:15])(=[O:14])=[O:13])[CH:8]=[CH:9][CH:10]=1.CO.Cl, predict the reaction product. The product is: [Br:4][C:5]1[CH:6]=[C:7]([N:11]([C:16]2[C:36]([CH:37]3[CH2:39][CH2:38]3)=[CH:35][C:19]3[C:20]([C:30]([OH:32])=[O:31])=[C:21]([C:23]4[CH:28]=[CH:27][C:26]([F:29])=[CH:25][CH:24]=4)[O:22][C:18]=3[CH:17]=2)[S:12]([CH3:15])(=[O:14])=[O:13])[CH:8]=[CH:9][CH:10]=1. (2) Given the reactants Br[C:2]1[CH:3]=[C:4]([F:41])[C:5](F)=[C:6]([C:8](=O)[CH:9]([CH:17]([C:21]2[CH:38]=[CH:37][C:24]([C:25]([NH:27][CH2:28][CH2:29][C:30]([O:32]C(C)(C)C)=[O:31])=[O:26])=[CH:23][CH:22]=2)[CH2:18][CH2:19][CH3:20])[C:10]2[CH:15]=[CH:14][C:13]([Cl:16])=[CH:12][CH:11]=2)[CH:7]=1.O.[NH2:43][NH2:44], predict the reaction product. The product is: [Cl:16][C:13]1[CH:12]=[CH:11][C:10]([CH:9]([C:8]2[C:6]3[C:5](=[C:4]([F:41])[CH:3]=[C:2]([C:3]4[CH:2]=[CH:7][C:6]([CH3:8])=[CH:5][CH:4]=4)[CH:7]=3)[NH:44][N:43]=2)[CH:17]([C:21]2[CH:38]=[CH:37][C:24]([C:25]([NH:27][CH2:28][CH2:29][C:30]([OH:32])=[O:31])=[O:26])=[CH:23][CH:22]=2)[CH2:18][CH2:19][CH3:20])=[CH:15][CH:14]=1. (3) Given the reactants [C:1]1([C:7]2[N:8]=[C:9]3[C:15]4[CH:16]=[CH:17][CH:18]=[CH:19][C:14]=4[NH:13][C:12]4[N:20]=[CH:21][CH:22]=[CH:23][C:11]=4[N:10]3[C:24]=2[C:25]2[CH:39]=[CH:38][C:28]([CH2:29][NH:30]C(=O)OC(C)(C)C)=[CH:27][CH:26]=2)[CH:6]=[CH:5][CH:4]=[CH:3][CH:2]=1.[ClH:40], predict the reaction product. The product is: [ClH:40].[C:1]1([C:7]2[N:8]=[C:9]3[C:15]4[CH:16]=[CH:17][CH:18]=[CH:19][C:14]=4[NH:13][C:12]4[N:20]=[CH:21][CH:22]=[CH:23][C:11]=4[N:10]3[C:24]=2[C:25]2[CH:26]=[CH:27][C:28]([CH2:29][NH2:30])=[CH:38][CH:39]=2)[CH:2]=[CH:3][CH:4]=[CH:5][CH:6]=1. (4) Given the reactants [NH2:1][C:2]1[CH:6]=[C:5]([Cl:7])[N:4]([C:8]2[CH:13]=[CH:12][C:11]([C:14]3[CH:18]=[CH:17][S:16][CH:15]=3)=[CH:10][CH:9]=2)[C:3]=1[C:19]([O:21][CH2:22][CH3:23])=[O:20].[C:24]([CH2:26][C:27](O)=[O:28])#[N:25].C1C=CC2N(O)N=NC=2C=1.C(Cl)CCl.C(N(CC)CC)C, predict the reaction product. The product is: [Cl:7][C:5]1[N:4]([C:8]2[CH:9]=[CH:10][C:11]([C:14]3[CH:18]=[CH:17][S:16][CH:15]=3)=[CH:12][CH:13]=2)[C:3]([C:19]([O:21][CH2:22][CH3:23])=[O:20])=[C:2]([NH:1][C:27](=[O:28])[CH2:26][C:24]#[N:25])[CH:6]=1. (5) Given the reactants Br[C:2]1[CH:7]=[CH:6][C:5]([C@H:8]2[O:13][CH2:12][CH2:11][N:10]([C:14]([O:16][C:17]([CH3:20])([CH3:19])[CH3:18])=[O:15])[CH2:9]2)=[C:4]([F:21])[CH:3]=1.[C:22](=[NH:35])([C:29]1[CH:34]=[CH:33][CH:32]=[CH:31][CH:30]=1)[C:23]1[CH:28]=[CH:27][CH:26]=[CH:25][CH:24]=1.CC(C)([O-])C.[Na+], predict the reaction product. The product is: [C:23]1([C:22](=[N:35][C:2]2[CH:7]=[CH:6][C:5]([C@H:8]3[O:13][CH2:12][CH2:11][N:10]([C:14]([O:16][C:17]([CH3:20])([CH3:19])[CH3:18])=[O:15])[CH2:9]3)=[C:4]([F:21])[CH:3]=2)[C:29]2[CH:30]=[CH:31][CH:32]=[CH:33][CH:34]=2)[CH:28]=[CH:27][CH:26]=[CH:25][CH:24]=1. (6) Given the reactants [NH2:1][CH2:2][C@@H:3]1[O:7][C:6](=[O:8])[N:5]([C:9]2[CH:22]=[CH:21][C:12]3[C:13]4[O:14][N:15]=[CH:16][C:17]=4[CH2:18][CH2:19][CH2:20][C:11]=3[CH:10]=2)[CH2:4]1.C(N(CC)CC)C.[F:30][C:31]([F:42])([F:41])[C:32](O[C:32](=[O:33])[C:31]([F:42])([F:41])[F:30])=[O:33], predict the reaction product. The product is: [O:14]1[C:13]2[C:12]3[CH:21]=[CH:22][C:9]([N:5]4[CH2:4][C@H:3]([CH2:2][NH:1][C:32](=[O:33])[C:31]([F:42])([F:41])[F:30])[O:7][C:6]4=[O:8])=[CH:10][C:11]=3[CH2:20][CH2:19][CH2:18][C:17]=2[CH:16]=[N:15]1.